From a dataset of Reaction yield outcomes from USPTO patents with 853,638 reactions. Predict the reaction yield, written as a fraction of the theoretical maximum amount of product (1.0 means a 100% yield; for example, 0.34 means a 34% yield). (1) The reactants are [C:1](=[O:4])([O-])O.[Na+].I[C:7]1[C:12]([O:13][C:14]2[C:23]3[C:18](=[CH:19][C:20]([O:26][CH3:27])=[C:21]([O:24][CH3:25])[CH:22]=3)[N:17]=[CH:16][CH:15]=2)=[CH:11][CH:10]=[C:9]([CH3:28])[N:8]=1.[OH-].[Na+]. The catalyst is C1(C)C=CC=CC=1. The product is [CH3:25][O:24][C:21]1[CH:22]=[C:23]2[C:18](=[CH:19][C:20]=1[O:26][CH3:27])[N:17]=[CH:16][CH:15]=[C:14]2[O:13][C:12]1[C:7]([C:18]2[CH:19]=[C:20]([CH2:1][OH:4])[CH:21]=[CH:22][CH:23]=2)=[N:8][C:9]([CH3:28])=[CH:10][CH:11]=1. The yield is 0.430. (2) The reactants are [CH2:1]([C:3]1[N:13]([C:14]2[CH:19]=[CH:18][C:17]([CH2:20][CH2:21][NH:22][C:23]([NH:25][S:26]([C:29]3[CH:34]=[CH:33][C:32]([CH3:35])=[CH:31][CH:30]=3)(=[O:28])=[O:27])=[O:24])=[CH:16][CH:15]=2)[C:6]2=[N:7][C:8]([CH3:12])=[CH:9][C:10]([CH3:11])=[C:5]2[N:4]=1)[CH3:2].[CH:36]([N-]C(C)C)(C)C.[Li+].CI.P([O-])([O-])([O-])=O. The catalyst is C1COCC1. The product is [CH2:1]([C:3]1[N:13]([C:14]2[CH:15]=[CH:16][C:17]([CH2:20][CH2:21][NH:22][C:23]([N:25]([CH3:36])[S:26]([C:29]3[CH:34]=[CH:33][C:32]([CH3:35])=[CH:31][CH:30]=3)(=[O:28])=[O:27])=[O:24])=[CH:18][CH:19]=2)[C:6]2=[N:7][C:8]([CH3:12])=[CH:9][C:10]([CH3:11])=[C:5]2[N:4]=1)[CH3:2]. The yield is 0.0500. (3) The reactants are [Mg].Br[C:3]1[S:4][CH:5]=[CH:6][C:7]=1[CH2:8][CH2:9][CH2:10][CH2:11][CH2:12][CH2:13][CH2:14][CH2:15][CH2:16][CH2:17][CH2:18][CH3:19].CN([CH:23]=[O:24])C.Cl. The catalyst is C1COCC1. The product is [CH2:8]([C:7]1[CH:6]=[CH:5][S:4][C:3]=1[CH:23]=[O:24])[CH2:9][CH2:10][CH2:11][CH2:12][CH2:13][CH2:14][CH2:15][CH2:16][CH2:17][CH2:18][CH3:19]. The yield is 0.550. (4) The reactants are [C:1]([C:3]1[CH:4]=[C:5]([C:21]([NH:23][CH2:24][C:25]2[CH:30]=[CH:29][C:28]([S:31]([CH3:34])(=[O:33])=[O:32])=[CH:27][CH:26]=2)=[O:22])[C:6](=[O:20])[N:7]([C:10]2[CH:15]=[CH:14][CH:13]=[C:12]([C:16]([F:19])([F:18])[F:17])[CH:11]=2)[C:8]=1[CH3:9])#[N:2].Cl.[NH2:36][OH:37].CC([O-])=O.[Na+].C(O)C. The catalyst is O. The product is [CH3:34][S:31]([C:28]1[CH:27]=[CH:26][C:25]([CH2:24][NH:23][C:21]([C:5]2[C:6](=[O:20])[N:7]([C:10]3[CH:15]=[CH:14][CH:13]=[C:12]([C:16]([F:19])([F:18])[F:17])[CH:11]=3)[C:8]([CH3:9])=[C:3]([C:1](=[NH:2])[NH:36][OH:37])[CH:4]=2)=[O:22])=[CH:30][CH:29]=1)(=[O:33])=[O:32]. The yield is 0.280. (5) The product is [Br:11][C:7]1[CH:6]=[C:5]2[C:10](=[CH:9][CH:8]=1)[NH:1][CH2:2][CH2:3][CH2:4]2. The catalyst is C(#N)C. The reactants are [NH:1]1[C:10]2[C:5](=[CH:6][CH:7]=[CH:8][CH:9]=2)[CH2:4][CH2:3][CH2:2]1.[Br:11]N1C(=O)CCC1=O.C(OCC)(=O)C.CCCCCC.C(OCC)C. The yield is 0.640. (6) The yield is 0.770. The catalyst is O. The reactants are [C:1]([O:5][C:6]([C:8]1[O:9][C:10]2[CH:17]=[CH:16][CH:15]=[C:14](OS(C(F)(F)F)(=O)=O)[C:11]=2[C:12]=1[CH3:13])=[O:7])([CH3:4])([CH3:3])[CH3:2].C([O-])([O-])=O.[K+].[K+].[C:32]1(B(O)O)[CH:37]=[CH:36][CH:35]=[CH:34][CH:33]=1.COCCOC. The product is [C:1]([O:5][C:6]([C:8]1[O:9][C:10]2[CH:17]=[CH:16][CH:15]=[C:14]([C:32]3[CH:37]=[CH:36][CH:35]=[CH:34][CH:33]=3)[C:11]=2[C:12]=1[CH3:13])=[O:7])([CH3:4])([CH3:3])[CH3:2]. (7) The reactants are [CH3:1][C:2]1([CH3:12])[CH:6]2[CH2:7][NH:8][CH2:9][CH2:10][N:5]2[C:4](=[O:11])[O:3]1.C(N(CC)CC)C.[C:20](Cl)(=[O:28])[O:21][C:22]1[CH:27]=[CH:26][CH:25]=[CH:24][CH:23]=1.O. The catalyst is O1CCCC1. The product is [CH3:1][C:2]1([CH3:12])[CH:6]2[CH2:7][N:8]([C:20]([O:21][C:22]3[CH:27]=[CH:26][CH:25]=[CH:24][CH:23]=3)=[O:28])[CH2:9][CH2:10][N:5]2[C:4](=[O:11])[O:3]1. The yield is 0.800. (8) The reactants are Br[CH2:2][C:3]1[CH:23]=[CH:22][C:6]([O:7][C:8]2[CH:15]=[CH:14][CH:13]=[C:12]([C:16]3[CH:21]=[CH:20][N:19]=[CH:18][N:17]=3)[C:9]=2[C:10]#[N:11])=[C:5]([Cl:24])[CH:4]=1.[H-].[Na+].[CH3:27][C:28]1([CH3:37])[CH2:33][CH:32]([OH:34])[CH2:31][C:30]([CH3:36])([CH3:35])[NH:29]1. The catalyst is O1CCCC1. The product is [Cl:24][C:5]1[CH:4]=[C:3]([CH2:2][O:34][CH:32]2[CH2:33][C:28]([CH3:37])([CH3:27])[NH:29][C:30]([CH3:36])([CH3:35])[CH2:31]2)[CH:23]=[CH:22][C:6]=1[O:7][C:8]1[CH:15]=[CH:14][CH:13]=[C:12]([C:16]2[CH:21]=[CH:20][N:19]=[CH:18][N:17]=2)[C:9]=1[C:10]#[N:11]. The yield is 0.270. (9) The reactants are [Br:1][CH2:2][CH2:3][CH2:4][CH2:5][CH2:6][CH2:7][CH2:8][CH2:9][CH2:10][CH2:11][CH2:12][CH2:13][CH2:14][CH2:15][CH2:16][C:17](O)=[O:18]. The catalyst is C1COCC1. The product is [Br:1][CH2:2][CH2:3][CH2:4][CH2:5][CH2:6][CH2:7][CH2:8][CH2:9][CH2:10][CH2:11][CH2:12][CH2:13][CH2:14][CH2:15][CH2:16][CH2:17][OH:18]. The yield is 0.930. (10) The yield is 0.925. The reactants are F.F.F.C(N(CC)CC)C.[Si]([O:28][CH2:29][C@H:30]1[O:34][C@@H:33]([N:35]2[CH:42]=[C:41]([CH3:43])[C:39](=[O:40])[NH:38][C:36]2=[O:37])[C@H:32]([O:44][CH2:45][CH2:46][O:47][N:48]([CH3:50])[CH3:49])[C@@H:31]1[OH:51])(C(C)(C)C)(C1C=CC=CC=1)C1C=CC=CC=1.CO. The catalyst is C1COCC1.C(Cl)Cl. The product is [CH3:49][N:48]([CH3:50])[O:47][CH2:46][CH2:45][O:44][C@@H:32]1[C@H:31]([OH:51])[C@@H:30]([CH2:29][OH:28])[O:34][C@H:33]1[N:35]1[CH:42]=[C:41]([CH3:43])[C:39](=[O:40])[NH:38][C:36]1=[O:37].